This data is from Forward reaction prediction with 1.9M reactions from USPTO patents (1976-2016). The task is: Predict the product of the given reaction. (1) Given the reactants [C:1](=[O:22])(OC1C=CC([N+]([O-])=O)=CC=1)[O:2][CH2:3][CH2:4][N:5]1[CH2:10][CH2:9][N:8]([CH3:11])[CH2:7][CH2:6]1.CCN(C(C)C)C(C)C.[CH2:32]1[C:40]2[C:35](=[CH:36][CH:37]=[CH:38][CH:39]=2)[CH2:34][NH:33]1, predict the reaction product. The product is: [CH2:32]1[C:40]2[C:35](=[CH:36][CH:37]=[CH:38][CH:39]=2)[CH2:34][N:33]1[C:1]([O:2][CH2:3][CH2:4][N:5]1[CH2:6][CH2:7][N:8]([CH3:11])[CH2:9][CH2:10]1)=[O:22]. (2) Given the reactants [F:1][C:2]1[CH:3]=[C:4]([NH2:12])[C:5](=[CH:9][C:10]=1[F:11])[C:6]([OH:8])=[O:7].ClCCCl.[CH3:17][C:18]([CH3:22])([CH3:21])[CH:19]=O.C(O[BH-](OC(=O)C)OC(=O)C)(=O)C.[Na+], predict the reaction product. The product is: [F:1][C:2]1[C:10]([F:11])=[CH:9][C:5]([C:6]([OH:8])=[O:7])=[C:4]([NH:12][CH2:17][C:18]([CH3:22])([CH3:21])[CH3:19])[CH:3]=1. (3) Given the reactants [OH:1][N:2]=[C:3]([NH2:27])[C:4]1[CH:9]=[CH:8][CH:7]=[C:6]([N:10]2[CH2:19][C@H:18]3[N:14]([CH2:15][CH2:16][CH2:17]3)[C:13]3[N:20]=[C:21]([S:24][CH3:25])[N:22]=[CH:23][C:12]=3[C:11]2=[O:26])[CH:5]=1.[CH:28]([C:31](Cl)=O)([CH3:30])[CH3:29], predict the reaction product. The product is: [CH:28]([C:31]1[O:1][N:2]=[C:3]([C:4]2[CH:5]=[C:6]([N:10]3[CH2:19][C@H:18]4[N:14]([CH2:15][CH2:16][CH2:17]4)[C:13]4[N:20]=[C:21]([S:24][CH3:25])[N:22]=[CH:23][C:12]=4[C:11]3=[O:26])[CH:7]=[CH:8][CH:9]=2)[N:27]=1)([CH3:30])[CH3:29]. (4) Given the reactants C(OC([NH:11][C:12]1[C:13]([C:23]([NH:25][C:26]2[CH:27]=[N:28][CH:29]=[CH:30][C:31]=2[N:32]2[CH2:37][CH2:36][CH2:35][C@H:34]([NH:38]C(=O)OCC3C=CC=CC=3)[CH2:33]2)=[O:24])=[N:14]C2C([CH:21]=1)=CC=C(Br)C=2)=O)C1C=CC=CC=1.CC1(C)C(C)(C)OB(C2CCN(C(O[CH2:66][C:67]3[CH:72]=[CH:71][CH:70]=[CH:69][CH:68]=3)=O)CC=2)O1.[O-]P([O-])([O-])=O.[K+].[K+].[K+], predict the reaction product. The product is: [NH2:11][C:12]1[C:13]([C:23]([NH:25][C:26]2[CH:27]=[N:28][CH:29]=[CH:30][C:31]=2[N:32]2[CH2:37][CH2:36][CH2:35][C@H:34]([NH2:38])[CH2:33]2)=[O:24])=[N:14][C:71]2[C:70]([CH:21]=1)=[CH:69][CH:68]=[C:67]([CH:66]1[CH2:31][CH2:26][NH:25][CH2:23][CH2:13]1)[CH:72]=2. (5) Given the reactants [OH:1][B:2]1[CH:7]([NH:8][C:9](=[O:17])[CH2:10][CH2:11][CH2:12][S:13](=[O:16])(=[O:15])[NH2:14])[CH2:6][C:5]2[CH:18]=[CH:19][CH:20]=[C:21]([C:22]([OH:24])=[O:23])[C:4]=2[O:3]1.[CH2:25](O)[CH3:26], predict the reaction product. The product is: [CH2:25]([O:23][C:22]([C:21]1[C:4]2[O:3][B:2]([OH:1])[C@@H:7]([NH:8][C:9](=[O:17])[CH2:10][CH2:11][CH2:12][S:13](=[O:16])(=[O:15])[NH2:14])[CH2:6][C:5]=2[CH:18]=[CH:19][CH:20]=1)=[O:24])[CH3:26]. (6) The product is: [Br:1][C:2]1[CH:3]=[C:4]([CH2:8][C:9]([Cl:15])=[O:11])[CH:5]=[CH:6][CH:7]=1. Given the reactants [Br:1][C:2]1[CH:3]=[C:4]([CH2:8][C:9]([OH:11])=O)[CH:5]=[CH:6][CH:7]=1.C(Cl)(=O)C([Cl:15])=O, predict the reaction product. (7) Given the reactants [CH3:1][O:2][C:3]1[CH:22]=[CH:21][CH:20]=[CH:19][C:4]=1[CH2:5][NH:6][C:7]1[CH:16]=[CH:15][C:14]2[C:13]([C:17]#[N:18])=[CH:12][CH:11]=[CH:10][C:9]=2[N:8]=1.Cl.[NH2:24][OH:25].C(=O)([O-])[O-].[Na+].[Na+], predict the reaction product. The product is: [OH:25][NH:24][C:17]([C:13]1[C:14]2[CH:15]=[CH:16][C:7]([NH:6][CH2:5][C:4]3[CH:19]=[CH:20][CH:21]=[CH:22][C:3]=3[O:2][CH3:1])=[N:8][C:9]=2[CH:10]=[CH:11][CH:12]=1)=[NH:18].